Dataset: Catalyst prediction with 721,799 reactions and 888 catalyst types from USPTO. Task: Predict which catalyst facilitates the given reaction. Reactant: C([O:8][C:9]1[CH:14]=[CH:13][CH:12]=[CH:11][C:10]=1[CH:15]([C:17]1[CH:22]=[CH:21][CH:20]=[C:19]([O:23][CH3:24])[CH:18]=1)O)C1C=CC=CC=1.Cl. Product: [CH3:24][O:23][C:19]1[CH:18]=[C:17]([CH:22]=[CH:21][CH:20]=1)[CH2:15][C:10]1[CH:11]=[CH:12][CH:13]=[CH:14][C:9]=1[OH:8]. The catalyst class is: 293.